From a dataset of Catalyst prediction with 721,799 reactions and 888 catalyst types from USPTO. Predict which catalyst facilitates the given reaction. (1) Reactant: CO[O:3][CH:4](CC1C=CC=CC=1)[C@H:5]([CH2:16][O:17][C:18](=[O:36])[CH2:19][CH2:20][CH2:21][CH2:22][CH2:23][CH2:24][CH2:25]/[CH:26]=[CH:27]\[CH2:28][CH2:29][CH2:30][CH2:31][CH2:32][CH2:33][CH2:34][CH3:35])[O:6][CH2:7][CH2:8][O:9][CH:10]1[CH2:15][CH2:14][CH2:13][CH2:12][O:11]1.C(C1C(=O)C(Cl)=C(Cl)C(=O)C=1C#N)#N. Product: [C:18]([O:17][CH2:16][C@H:5]([O:6][CH2:7][CH2:8][O:9][CH:10]1[CH2:15][CH2:14][CH2:13][CH2:12][O:11]1)[CH2:4][OH:3])(=[O:36])[CH2:19][CH2:20][CH2:21][CH2:22][CH2:23][CH2:24][CH2:25]/[CH:26]=[CH:27]\[CH2:28][CH2:29][CH2:30][CH2:31][CH2:32][CH2:33][CH2:34][CH3:35]. The catalyst class is: 2. (2) Reactant: Cl[C:2]1[CH:7]=[CH:6][C:5]([CH:8]=[O:9])=[CH:4][N:3]=1.[CH3:10][CH:11]1[O:16][CH2:15][CH2:14][NH:13][CH2:12]1. Product: [CH3:10][CH:11]1[O:16][CH2:15][CH2:14][N:13]([C:2]2[N:3]=[CH:4][C:5]([CH:8]=[O:9])=[CH:6][CH:7]=2)[CH2:12]1. The catalyst class is: 3. (3) Reactant: [Br:1][C:2]1[CH:3]=[CH:4][C:5]([O:10][CH2:11][C:12]2[CH:17]=[CH:16][C:15]([F:18])=[CH:14][CH:13]=2)=[C:6]([CH:9]=1)[CH:7]=O.[CH3:19][Si:20]([N-][Si:20]([CH3:22])([CH3:21])[CH3:19])([CH3:22])[CH3:21].[Li+].C[Si](Cl)(C)C.[CH2:34]([N:36](CC)CC)[CH3:35].C(Cl)(=[O:43])C. Product: [Br:1][C:2]1[CH:3]=[CH:4][C:5]([O:10][CH2:11][C:12]2[CH:17]=[CH:16][C:15]([F:18])=[CH:14][CH:13]=2)=[C:6]([CH:7]=[N:36][C:34]([O:43][Si:20]([CH3:22])([CH3:21])[CH3:19])=[CH2:35])[CH:9]=1. The catalyst class is: 165. (4) Reactant: [NH2:1][C:2]1[CH:7]=[CH:6][C:5]([C:8]2[CH:13]=[CH:12][C:11]([C:14]([F:17])([F:16])[F:15])=[CH:10][CH:9]=2)=[CH:4][C:3]=1[C:18]#N.Cl.[NH2:21][OH:22].C(N(CC)CC)C.[OH2:30]. Product: [NH2:1][C:2]1[CH:7]=[CH:6][C:5]([C:8]2[CH:9]=[CH:10][C:11]([C:14]([F:15])([F:16])[F:17])=[CH:12][CH:13]=2)=[CH:4][C:3]=1[C:18]([NH:21][OH:22])=[O:30]. The catalyst class is: 125. (5) Reactant: [Cl:1][C:2]1[CH:7]=[CH:6][C:5]([N+:8]([O-:10])=[O:9])=[CH:4][CH:3]=1.Cl[CH2:12][C:13]1[CH:18]=[CH:17][CH:16]=[CH:15][N:14]=1.CC(C)([O-])C.[K+].[Cl-].[NH4+]. Product: [Cl:1][C:2]1[CH:7]=[CH:6][C:5]([N+:8]([O-:10])=[O:9])=[C:4]([CH:3]=1)[CH2:12][C:13]1[CH:18]=[CH:17][CH:16]=[CH:15][N:14]=1. The catalyst class is: 16.